This data is from Full USPTO retrosynthesis dataset with 1.9M reactions from patents (1976-2016). The task is: Predict the reactants needed to synthesize the given product. (1) The reactants are: [Cl:1][C:2]1[C:7]([C:8]([OH:10])=O)=[CH:6][CH:5]=[C:4]([CH3:11])[N:3]=1.CN(C(ON1N=NC2C=CC=CC1=2)=[N+](C)C)C.[B-](F)(F)(F)F.CCN(C(C)C)C(C)C.CC([Si](C1C=CC=CC=1)(C1C=CC=CC=1)[O:48][CH:49]([CH3:53])[CH:50]([NH2:52])[CH3:51])(C)C.CCCC[N+](CCCC)(CCCC)CCCC.[F-]. Given the product [Cl:1][C:2]1[C:7]([C:8]([NH:52][CH:50]([CH3:51])[CH:49]([OH:48])[CH3:53])=[O:10])=[CH:6][CH:5]=[C:4]([CH3:11])[N:3]=1, predict the reactants needed to synthesize it. (2) Given the product [CH3:1][O:2][C:3](=[O:24])[CH2:4][CH2:5][CH2:6][O:7][C:8]1[CH:9]=[CH:10][C:11]2[O:15][C:14]([NH:16][CH:17]3[CH2:22][CH2:21][N:20]([CH2:70][C:69]4[CH:72]=[C:73]([O:76][CH2:77][CH3:78])[C:74]([F:75])=[C:67]([O:66][CH2:64][CH3:65])[CH:68]=4)[CH2:19][CH2:18]3)=[N:13][C:12]=2[CH:23]=1, predict the reactants needed to synthesize it. The reactants are: [CH3:1][O:2][C:3](=[O:24])[CH2:4][CH2:5][CH2:6][O:7][C:8]1[CH:9]=[CH:10][C:11]2[O:15][C:14]([NH:16][CH:17]3[CH2:22][CH2:21][NH:20][CH2:19][CH2:18]3)=[N:13][C:12]=2[CH:23]=1.C(OC(N1CCC(NC2OC3C=CC(O)=CC=3N=2)CC1)=O)(C)(C)C.COC(=O)CCCBr.FC(F)(F)C(O)=O.[CH2:64]([O:66][C:67]1[CH:68]=[C:69]([CH:72]=[C:73]([O:76][CH2:77][CH3:78])[C:74]=1[F:75])[CH:70]=O)[CH3:65].C([BH3-])#N.[Na+].C(N(C(C)C)C(C)C)C. (3) Given the product [Si:1]([O:8][CH:9]([CH2:20][O:21][C:22]1[CH:27]=[CH:26][CH:25]=[C:24]([C:28]2[N:33]=[C:32]([N:48]3[CH2:53][CH2:52][NH:51][CH2:50][CH2:49]3)[C:31]([CH3:35])=[C:30]([NH:36][C@@H:37]3[CH2:41][CH2:40][O:39][CH2:38]3)[N:29]=2)[CH:23]=1)[CH2:10][N:11]([CH3:19])[C:12](=[O:18])[O:13][C:14]([CH3:17])([CH3:16])[CH3:15])([C:4]([CH3:7])([CH3:6])[CH3:5])([CH3:3])[CH3:2], predict the reactants needed to synthesize it. The reactants are: [Si:1]([O:8][CH:9]([CH2:20][O:21][C:22]1[CH:27]=[CH:26][CH:25]=[C:24]([C:28]2[N:33]=[C:32](Cl)[C:31]([CH3:35])=[C:30]([NH:36][C@@H:37]3[CH2:41][CH2:40][O:39][CH2:38]3)[N:29]=2)[CH:23]=1)[CH2:10][N:11]([CH3:19])[C:12](=[O:18])[O:13][C:14]([CH3:17])([CH3:16])[CH3:15])([C:4]([CH3:7])([CH3:6])[CH3:5])([CH3:3])[CH3:2].C([O-])([O-])=O.[Cs+].[Cs+].[NH:48]1[CH2:53][CH2:52][NH:51][CH2:50][CH2:49]1. (4) Given the product [CH3:1][C:2]1[C:7]([CH:8]([CH2:13][CH2:14][CH3:15])[C:9]([OH:11])=[O:10])=[C:6]([N:16]2[CH2:17][CH2:18][CH2:19][CH2:20][CH2:21]2)[N:5]=[C:4]([N:22]2[CH2:27][CH2:26][CH2:25][CH2:24][CH2:23]2)[N:3]=1, predict the reactants needed to synthesize it. The reactants are: [CH3:1][C:2]1[C:7]([CH:8]([CH2:13][CH2:14][CH3:15])[C:9]([O:11]C)=[O:10])=[C:6]([N:16]2[CH2:21][CH2:20][CH2:19][CH2:18][CH2:17]2)[N:5]=[C:4]([N:22]2[CH2:27][CH2:26][CH2:25][CH2:24][CH2:23]2)[N:3]=1.[OH-].[Na+]. (5) Given the product [CH3:22][S:21][C:16]1[CH:17]=[CH:18][CH:19]=[CH:20][C:15]=1[CH2:14][N:10]1[C:11]([CH3:13])=[CH:12][C:7]([O:6][CH2:5][C:4]2[CH:25]=[CH:26][CH:27]=[CH:28][C:3]=2[CH2:2][NH:1][C:46]([NH:45][C:43]2[N:42]([C:55]3[CH:60]=[CH:59][CH:58]=[C:57]([O:61][Si:62]([C:65]([CH3:67])([CH3:66])[CH3:68])([CH3:63])[CH3:64])[CH:56]=3)[N:41]=[C:40]([C:36]([CH3:39])([CH3:38])[CH3:37])[CH:44]=2)=[O:47])=[C:8]([Cl:24])[C:9]1=[O:23], predict the reactants needed to synthesize it. The reactants are: [NH2:1][CH2:2][C:3]1[CH:28]=[CH:27][CH:26]=[CH:25][C:4]=1[CH2:5][O:6][C:7]1[CH:12]=[C:11]([CH3:13])[N:10]([CH2:14][C:15]2[CH:20]=[CH:19][CH:18]=[CH:17][C:16]=2[S:21][CH3:22])[C:9](=[O:23])[C:8]=1[Cl:24].C(N(CC)CC)C.[C:36]([C:40]1[CH:44]=[C:43]([NH:45][C:46](=O)[O:47]C2C=CC=CC=2)[N:42]([C:55]2[CH:60]=[CH:59][CH:58]=[C:57]([O:61][Si:62]([C:65]([CH3:68])([CH3:67])[CH3:66])([CH3:64])[CH3:63])[CH:56]=2)[N:41]=1)([CH3:39])([CH3:38])[CH3:37]. (6) The reactants are: [Br:1][C:2]1[CH:7]=[CH:6][C:5]([C:8]2[CH:16]=[CH:15][CH:14]=[CH:13][C:9]=2[C:10]([NH2:12])=O)=[CH:4][CH:3]=1.C(#N)C.C(N(CC)CC)C.FC(F)(F)C(OC(=O)C(F)(F)F)=O. Given the product [Br:1][C:2]1[CH:3]=[CH:4][C:5]([C:8]2[CH:16]=[CH:15][CH:14]=[CH:13][C:9]=2[C:10]#[N:12])=[CH:6][CH:7]=1, predict the reactants needed to synthesize it. (7) Given the product [Cl:17][C:18]1[CH:19]=[C:20]2[C:24](=[CH:25][CH:26]=1)[N:23]([CH2:2][CH2:3][N:4]1[CH2:9][CH2:8][N:7]([C:10]([O:12][C:13]([CH3:16])([CH3:15])[CH3:14])=[O:11])[CH2:6][CH2:5]1)[C:22]([CH2:27][N:28]1[C:32]3=[CH:33][N:34]=[CH:35][CH:36]=[C:31]3[C:30]3([CH2:38][CH2:37]3)[C:29]1=[O:39])=[CH:21]2, predict the reactants needed to synthesize it. The reactants are: Br[CH2:2][CH2:3][N:4]1[CH2:9][CH2:8][N:7]([C:10]([O:12][C:13]([CH3:16])([CH3:15])[CH3:14])=[O:11])[CH2:6][CH2:5]1.[Cl:17][C:18]1[CH:19]=[C:20]2[C:24](=[CH:25][CH:26]=1)[NH:23][C:22]([CH2:27][N:28]1[C:32]3=[CH:33][N:34]=[CH:35][CH:36]=[C:31]3[C:30]3([CH2:38][CH2:37]3)[C:29]1=[O:39])=[CH:21]2.C(=O)([O-])[O-].[K+].[K+]. (8) The reactants are: [CH3:1][O:2][C:3]1[CH:8]=[C:7]([C:9]([OH:11])=O)[CH:6]=[CH:5][N:4]=1.C(Cl)CCl.C1C=CC2N(O)N=NC=2C=1.CCN(C(C)C)C(C)C.Cl.[CH3:36][C:37]1[C:45]2[C:44]([N:46]3[CH2:51][CH2:50][CH:49]([NH2:52])[CH2:48][CH2:47]3)=[N:43][CH:42]=[N:41][C:40]=2[NH:39][CH:38]=1. Given the product [CH3:1][O:2][C:3]1[CH:8]=[C:7]([C:9]([NH:52][CH:49]2[CH2:48][CH2:47][N:46]([C:44]3[N:43]=[CH:42][NH:41][C:40]4=[N:39][CH:38]=[C:37]([CH3:36])[C:45]=34)[CH2:51][CH2:50]2)=[O:11])[CH:6]=[CH:5][N:4]=1, predict the reactants needed to synthesize it.